Dataset: Forward reaction prediction with 1.9M reactions from USPTO patents (1976-2016). Task: Predict the product of the given reaction. (1) The product is: [C:1]([C:4]1[C:5]([NH:13][C:14]2[C:19]([F:20])=[CH:18][C:17]([N:21]3[CH2:26][CH2:25][N:24]([C:27]([O:29][C:30]([CH3:33])([CH3:32])[CH3:31])=[O:28])[CH2:23][CH2:22]3)=[CH:16][C:15]=2[F:34])=[N:6][C:7]([S:11][CH3:12])=[N:8][C:9]=1[NH:35][NH2:36])(=[O:3])[NH2:2]. Given the reactants [C:1]([C:4]1[C:5]([NH:13][C:14]2[C:19]([F:20])=[CH:18][C:17]([N:21]3[CH2:26][CH2:25][N:24]([C:27]([O:29][C:30]([CH3:33])([CH3:32])[CH3:31])=[O:28])[CH2:23][CH2:22]3)=[CH:16][C:15]=2[F:34])=[N:6][C:7]([S:11][CH3:12])=[N:8][C:9]=1Cl)(=[O:3])[NH2:2].[NH2:35][NH2:36], predict the reaction product. (2) Given the reactants [NH2:1][C:2]1[N:7]=[CH:6][C:5]([C:8]([C:10]2[CH:15]=[CH:14][C:13]([F:16])=[CH:12][CH:11]=2)=O)=[CH:4][CH:3]=1.S(=O)(=O)(O)O.[SiH](CC)(CC)CC.[OH-].[Na+], predict the reaction product. The product is: [F:16][C:13]1[CH:14]=[CH:15][C:10]([CH2:8][C:5]2[CH:4]=[CH:3][C:2]([NH2:1])=[N:7][CH:6]=2)=[CH:11][CH:12]=1. (3) The product is: [Cl:30][CH:18]([C:20]1[S:21][C:22]([Cl:25])=[CH:23][CH:24]=1)[C:15]1[CH:16]=[C:17]2[C:12](=[CH:13][CH:14]=1)[N:11]([CH3:26])[C:10](=[O:27])[CH:9]=[C:8]2[C:4]1[CH:5]=[CH:6][CH:7]=[C:2]([Cl:1])[CH:3]=1. Given the reactants [Cl:1][C:2]1[CH:3]=[C:4]([C:8]2[C:17]3[C:12](=[CH:13][CH:14]=[C:15]([CH:18]([C:20]4[S:21][C:22]([Cl:25])=[CH:23][CH:24]=4)O)[CH:16]=3)[N:11]([CH3:26])[C:10](=[O:27])[CH:9]=2)[CH:5]=[CH:6][CH:7]=1.S(Cl)([Cl:30])=O, predict the reaction product. (4) The product is: [F:22][C:21]([F:24])([F:23])[S:18]([O:1][C:2]1[CH:6]([CH3:7])[O:5][C:4](=[O:8])[C:3]=1[CH3:9])(=[O:20])=[O:19]. Given the reactants [OH:1][C:2]1[CH:6]([CH3:7])[O:5][C:4](=[O:8])[C:3]=1[CH3:9].N1C(C)=CC=CC=1C.[S:18](O[S:18]([C:21]([F:24])([F:23])[F:22])(=[O:20])=[O:19])([C:21]([F:24])([F:23])[F:22])(=[O:20])=[O:19], predict the reaction product. (5) The product is: [F:1][C:2]1[CH:7]=[CH:6][C:5]([NH:8][C:12]2[CH:17]=[CH:16][C:15]([F:18])=[CH:14][CH:13]=2)=[CH:4][CH:3]=1. Given the reactants [F:1][C:2]1[CH:7]=[CH:6][C:5]([N:8]([C:12]2[CH:17]=[CH:16][C:15]([F:18])=[CH:14][CH:13]=2)C(=O)C)=[CH:4][CH:3]=1, predict the reaction product. (6) Given the reactants [F:1][C:2]1[CH:8]=[C:7]([F:9])[CH:6]=[CH:5][C:3]=1[NH2:4].C([Li])CCC.F[C:16]1[CH:21]=[CH:20][CH:19]=[CH:18][C:17]=1[N+:22]([O-:24])=[O:23], predict the reaction product. The product is: [F:1][C:2]1[CH:8]=[C:7]([F:9])[CH:6]=[CH:5][C:3]=1[NH:4][C:16]1[CH:21]=[CH:20][CH:19]=[CH:18][C:17]=1[N+:22]([O-:24])=[O:23]. (7) Given the reactants [C:1]([O:5][C:6]([NH:8][C@H:9]([C:11]([OH:13])=O)[CH3:10])=[O:7])([CH3:4])([CH3:3])[CH3:2].Cl.CN(C)CCCN=C=NCC.O.ON1C2C=CC=CC=2N=N1.C(N(CC)C(C)C)(C)C.FC(F)(F)C(O)=O.[NH2:53][C@H:54]([C:56]([O:58][CH2:59][CH2:60][O:61][C:62]1[CH:67]=[CH:66][C:65]([C:68]2[C:73]([C:74]#[N:75])=[C:72]([N:76]3[CH2:80][CH2:79][CH2:78][CH2:77]3)[N:71]=[C:70]([S:81][CH2:82][C:83]3[N:84]=[C:85]([C:88]4[CH:93]=[CH:92][C:91]([Cl:94])=[CH:90][CH:89]=4)[S:86][CH:87]=3)[C:69]=2[C:95]#[N:96])=[CH:64][CH:63]=1)=[O:57])[CH3:55], predict the reaction product. The product is: [C:1]([O:5][C:6]([NH:8][C@H:9]([C:11]([NH:53][C@H:54]([C:56]([O:58][CH2:59][CH2:60][O:61][C:62]1[CH:67]=[CH:66][C:65]([C:68]2[C:73]([C:74]#[N:75])=[C:72]([N:76]3[CH2:77][CH2:78][CH2:79][CH2:80]3)[N:71]=[C:70]([S:81][CH2:82][C:83]3[N:84]=[C:85]([C:88]4[CH:89]=[CH:90][C:91]([Cl:94])=[CH:92][CH:93]=4)[S:86][CH:87]=3)[C:69]=2[C:95]#[N:96])=[CH:64][CH:63]=1)=[O:57])[CH3:55])=[O:13])[CH3:10])=[O:7])([CH3:2])([CH3:3])[CH3:4]. (8) Given the reactants [F:1][C:2]1[CH:7]=[CH:6][C:5]([C:8]2[C:12]([CH2:13][NH:14][C:15]3[CH:16]=[C:17]([C:20]([OH:22])=O)[NH:18][N:19]=3)=[C:11]([CH3:23])[O:10][N:9]=2)=[CH:4][CH:3]=1.O.ON1C2C=CC=CC=2N=N1.C(N(C(C)C)C(C)C)C.[OH:44][C:45]([CH3:49])([CH3:48])[CH2:46][NH2:47].[Cl-].[Na+], predict the reaction product. The product is: [OH:44][C:45]([CH3:49])([CH3:48])[CH2:46][NH:47][C:20]([C:17]1[NH:18][N:19]=[C:15]([NH:14][CH2:13][C:12]2[C:8]([C:5]3[CH:4]=[CH:3][C:2]([F:1])=[CH:7][CH:6]=3)=[N:9][O:10][C:11]=2[CH3:23])[CH:16]=1)=[O:22].